This data is from Full USPTO retrosynthesis dataset with 1.9M reactions from patents (1976-2016). The task is: Predict the reactants needed to synthesize the given product. (1) Given the product [NH:1]([C:8]([O:10][C:11]([CH3:14])([CH3:13])[CH3:12])=[O:9])[C:2]([C:5]([NH:61][C@@H:62]([C:73]([N:75]1[CH2:83][CH2:78][CH2:77][C@@H:76]1[C:84]([OH:85])=[O:15])=[O:74])[CH2:63][C:64]1[C:72]2[C:67](=[CH:68][CH:69]=[CH:70][CH:71]=2)[NH:66][CH:65]=1)=[O:7])([CH3:3])[CH3:4].[NH:66]1[CH2:65][CH2:64][CH2:63][CH:62]([C:73]([NH2:75])=[O:74])[CH2:67]1, predict the reactants needed to synthesize it. The reactants are: [NH:1]([C:8]([O:10][C:11]([CH3:14])([CH3:13])[CH3:12])=[O:9])[C:2]([C:5]([OH:7])=O)([CH3:4])[CH3:3].[OH:15]N1C2C=CC=CC=2N=N1.Cl.C(N=C=NCCCN(C)C)C.N[C@@H](C(N[C@@H](C(N[C@H](C([NH:61][C@H:62]([C:73]([NH:75][C@@H:76]([C:84](N[C@H](C(N[C@H](C(NCC(N)=O)=O)C(C)C)=O)CCCCN)=[O:85])[CH2:77][C:78]1[CH:83]=CC=CC=1)=[O:74])[CH2:63][C:64]1[C:72]2[C:67](=[CH:68][CH:69]=[CH:70][CH:71]=2)[NH:66][CH:65]=1)=O)C)=O)CC1C2C(=CC=CC=2)NC=1)=O)C. (2) Given the product [CH3:15][O:16][C:17]1[C:22]([N:23]2[CH:7]=[CH:6][C:5]3[C:10](=[CH:11][CH:12]=[CH:13][C:4]=3[N+:1]([O-:3])=[O:2])[CH2:9]2)=[CH:21][CH:20]=[CH:19][N:18]=1, predict the reactants needed to synthesize it. The reactants are: [N+:1]([C:4]1[CH:13]=[CH:12][CH:11]=[C:10]2[C:5]=1[CH:6]=[CH:7]O[C:9]2=O)([O-:3])=[O:2].[CH3:15][O:16][C:17]1[C:22]([NH2:23])=[CH:21][CH:20]=[CH:19][N:18]=1. (3) Given the product [Br:1][C:2]1[CH:3]=[CH:4][C:5]([N:6]2[CH2:7][CH:8]([C:10]3[CH:15]=[CH:14][CH:13]=[CH:12][CH:11]=3)[O:9][C:28]2=[O:30])=[CH:16][CH:17]=1, predict the reactants needed to synthesize it. The reactants are: [Br:1][C:2]1[CH:17]=[CH:16][C:5]([NH:6][CH2:7][CH:8]([C:10]2[CH:15]=[CH:14][CH:13]=[CH:12][CH:11]=2)[OH:9])=[CH:4][CH:3]=1.C(N(CC)C(C)C)(C)C.Cl[C:28](Cl)([O:30]C(=O)OC(Cl)(Cl)Cl)Cl.